This data is from hERG potassium channel inhibition data for cardiac toxicity prediction from Karim et al.. The task is: Regression/Classification. Given a drug SMILES string, predict its toxicity properties. Task type varies by dataset: regression for continuous values (e.g., LD50, hERG inhibition percentage) or binary classification for toxic/non-toxic outcomes (e.g., AMES mutagenicity, cardiotoxicity, hepatotoxicity). Dataset: herg_karim. (1) The drug is CC(C)(C)NC(=O)c1c[nH]c2ncc(-c3nn(CCC(O)CO)c4cc(F)ccc34)nc12. The result is 1 (blocker). (2) The drug is CN1CCN(c2ccc3nc(-c4ccccc4)c(-c4ccc(CN5CCC(c6nc(-c7ncccn7)n[nH]6)CC5)cc4)nc3n2)CC1. The result is 1 (blocker). (3) The drug is CC(=O)Nc1cccc(C2CCN(Cc3ccc(C(=O)c4nc5ccccc5n4-c4ccc(Cl)cc4)cc3)CC2)c1. The result is 1 (blocker). (4) The drug is CC(C)(C)c1cc(C=C(C#N)C#N)cc(Br)c1O. The result is 0 (non-blocker).